From a dataset of Forward reaction prediction with 1.9M reactions from USPTO patents (1976-2016). Predict the product of the given reaction. (1) The product is: [Cl:21][C:19]1[CH:18]=[CH:17][C:16]([S:22]([NH:13][C:11]2[CH:12]=[C:3]([O:2][CH3:1])[CH:4]=[C:5]3[C:10]=2[N:9]=[CH:8][CH:7]=[CH:6]3)(=[O:23])=[O:24])=[C:15]([F:14])[CH:20]=1. Given the reactants [CH3:1][O:2][C:3]1[CH:4]=[C:5]2[C:10](=[C:11]([NH2:13])[CH:12]=1)[N:9]=[CH:8][CH:7]=[CH:6]2.[F:14][C:15]1[CH:20]=[C:19]([Cl:21])[CH:18]=[CH:17][C:16]=1[S:22](Cl)(=[O:24])=[O:23], predict the reaction product. (2) Given the reactants [CH:1]1([C:4]2[NH:8][C:7]3[C:9]([C:14]([OH:16])=O)=[CH:10][CH:11]=[C:12]([OH:13])[C:6]=3[N:5]=2)[CH2:3][CH2:2]1.[CH3:17][N:18]1[CH2:23][CH2:22][CH2:21][CH:20]([NH2:24])[CH2:19]1, predict the reaction product. The product is: [CH:1]1([C:4]2[NH:8][C:7]3[C:9]([C:14]([NH:24][CH:20]4[CH2:21][CH2:22][CH2:23][N:18]([CH3:17])[CH2:19]4)=[O:16])=[CH:10][CH:11]=[C:12]([OH:13])[C:6]=3[N:5]=2)[CH2:2][CH2:3]1.